From a dataset of Catalyst prediction with 721,799 reactions and 888 catalyst types from USPTO. Predict which catalyst facilitates the given reaction. (1) Reactant: C(N(CC)C(C)C)(C)C.[Cl:10][C:11]1[CH:12]=[C:13]([N:18]2[C:22]([C:23]3[CH:24]=[N:25][CH:26]=[C:27]([O:29][CH3:30])[CH:28]=3)=[CH:21][C:20]([C:31](O)=[O:32])=[N:19]2)[CH:14]=[CH:15][C:16]=1[F:17].[O:34]=[C:35]1[CH2:40][NH:39][CH2:38][CH2:37][NH:36]1.CN(C(ON1N=NC2C=CC=NC1=2)=[N+](C)C)C.F[P-](F)(F)(F)(F)F. The catalyst class is: 1. Product: [Cl:10][C:11]1[CH:12]=[C:13]([N:18]2[C:22]([C:23]3[CH:24]=[N:25][CH:26]=[C:27]([O:29][CH3:30])[CH:28]=3)=[CH:21][C:20]([C:31]([N:39]3[CH2:38][CH2:37][NH:36][C:35](=[O:34])[CH2:40]3)=[O:32])=[N:19]2)[CH:14]=[CH:15][C:16]=1[F:17]. (2) Reactant: [OH:1][C:2]1[CH:7]=[CH:6][C:5]([C:8]2[CH:9]=[C:10]([C:24](O)=[O:25])[C:11]3[C:16]([CH3:17])=[N:15][N:14]([CH:18]4[CH2:23][CH2:22][CH2:21][CH2:20][O:19]4)[C:12]=3[N:13]=2)=[CH:4][CH:3]=1.CCN(C(C)C)C(C)C.C[O-].[Na+].Cl. Product: [OH:1][C:2]1[CH:7]=[CH:6][C:5]([C:8]2[N:13]=[C:12]3[N:14]([CH:18]4[CH2:23][CH2:22][CH2:21][CH2:20][O:19]4)[N:15]=[C:16]([CH3:17])[C:11]3=[C:10]([CH:24]=[O:25])[CH:9]=2)=[CH:4][CH:3]=1. The catalyst class is: 91. (3) Reactant: COC[O:4][CH2:5][CH2:6][CH2:7][C:8]1[C:9]([CH:13]([CH3:15])[CH3:14])=[N:10][NH:11][CH:12]=1.CS[C:18]1[N:23]=[CH:22][C:21]([C:24]([F:27])([F:26])[F:25])=[CH:20][N:19]=1.[H-].[Na+].[H][H]. Product: [CH3:14][CH:13]([C:9]1[C:8]([CH2:7][CH2:6][CH2:5][OH:4])=[CH:12][N:11]([C:18]2[N:23]=[CH:22][C:21]([C:24]([F:27])([F:26])[F:25])=[CH:20][N:19]=2)[N:10]=1)[CH3:15]. The catalyst class is: 145. (4) Reactant: [CH3:1][NH:2][CH2:3][CH2:4][N:5]1[C:10](=[O:11])[CH:9]=[CH:8][C:7]([C:12]2[S:13][CH:14]=[C:15]([CH3:17])[CH:16]=2)=[N:6]1.[Cl:18][C:19]1[CH:24]=[C:23](F)[CH:22]=[CH:21][N:20]=1.C(=O)([O-])[O-].[K+].[K+]. Product: [Cl:18][C:19]1[CH:24]=[C:23]([N:2]([CH3:1])[CH2:3][CH2:4][N:5]2[C:10](=[O:11])[CH:9]=[CH:8][C:7]([C:12]3[S:13][CH:14]=[C:15]([CH3:17])[CH:16]=3)=[N:6]2)[CH:22]=[CH:21][N:20]=1. The catalyst class is: 3. (5) Reactant: [C:1](=O)([O-])[O-].[K+].[K+].C(OP([CH:15]([CH2:21][CH3:22])[C:16]([O:18][CH2:19][CH3:20])=[O:17])(OCC)=O)C.C=O. Product: [CH2:1]=[C:15]([CH2:21][CH3:22])[C:16]([O:18][CH2:19][CH3:20])=[O:17]. The catalyst class is: 6.